This data is from Peptide-MHC class II binding affinity with 134,281 pairs from IEDB. The task is: Regression. Given a peptide amino acid sequence and an MHC pseudo amino acid sequence, predict their binding affinity value. This is MHC class II binding data. (1) The peptide sequence is IRALVGDEVELPCRI. The MHC is DRB1_0802 with pseudo-sequence DRB1_0802. The binding affinity (normalized) is 0.316. (2) The peptide sequence is VATLSEALRIIAGTL. The MHC is HLA-DQA10401-DQB10402 with pseudo-sequence HLA-DQA10401-DQB10402. The binding affinity (normalized) is 0.116.